Dataset: NCI-60 drug combinations with 297,098 pairs across 59 cell lines. Task: Regression. Given two drug SMILES strings and cell line genomic features, predict the synergy score measuring deviation from expected non-interaction effect. Drug 1: C1=CC=C(C=C1)NC(=O)CCCCCCC(=O)NO. Drug 2: CCC1(C2=C(COC1=O)C(=O)N3CC4=CC5=C(C=CC(=C5CN(C)C)O)N=C4C3=C2)O.Cl. Cell line: SK-MEL-28. Synergy scores: CSS=24.7, Synergy_ZIP=-7.04, Synergy_Bliss=-2.31, Synergy_Loewe=-6.23, Synergy_HSA=-3.94.